From a dataset of Forward reaction prediction with 1.9M reactions from USPTO patents (1976-2016). Predict the product of the given reaction. The product is: [NH2:39][C:36]1[CH:37]=[CH:38][C:33]([O:32][C:29]2[CH:30]=[CH:31][C:26]([CH2:25][N:8]([CH2:7][C:6]3[CH:51]=[CH:52][C:3]([C:1]#[N:2])=[CH:4][CH:5]=3)[C:9]3[C:10]([CH3:24])=[C:11]([N:15]([S:20]([CH3:23])(=[O:21])=[O:22])[S:16]([CH3:19])(=[O:17])=[O:18])[CH:12]=[CH:13][CH:14]=3)=[CH:27][CH:28]=2)=[CH:34][C:35]=1[O:42][CH2:43][CH2:44][C:45]1[CH:46]=[N:47][CH:48]=[CH:49][CH:50]=1. Given the reactants [C:1]([C:3]1[CH:52]=[CH:51][C:6]([CH2:7][N:8]([CH2:25][C:26]2[CH:31]=[CH:30][C:29]([O:32][C:33]3[CH:38]=[CH:37][C:36]([N+:39]([O-])=O)=[C:35]([O:42][CH2:43][CH2:44][C:45]4[CH:46]=[N:47][CH:48]=[CH:49][CH:50]=4)[CH:34]=3)=[CH:28][CH:27]=2)[C:9]2[C:10]([CH3:24])=[C:11]([N:15]([S:20]([CH3:23])(=[O:22])=[O:21])[S:16]([CH3:19])(=[O:18])=[O:17])[CH:12]=[CH:13][CH:14]=2)=[CH:5][CH:4]=1)#[N:2].[NH4+].[Cl-], predict the reaction product.